From a dataset of Full USPTO retrosynthesis dataset with 1.9M reactions from patents (1976-2016). Predict the reactants needed to synthesize the given product. (1) Given the product [CH3:28][O:1][C:2]1[CH:7]=[C:6]([CH3:8])[N:5]([CH3:9])[C:4](=[O:10])[C:3]=1[C:11](=[O:24])[CH:12]=[CH:13][C:14]1[CH:19]=[CH:18][CH:17]=[C:16]([O:20][CH2:21][CH2:22][OH:23])[CH:15]=1, predict the reactants needed to synthesize it. The reactants are: [OH:1][C:2]1[CH:7]=[C:6]([CH3:8])[N:5]([CH3:9])[C:4](=[O:10])[C:3]=1[C:11](=[O:24])[CH:12]=[CH:13][C:14]1[CH:19]=[CH:18][CH:17]=[C:16]([O:20][CH2:21][CH2:22][OH:23])[CH:15]=1.[H-].[Na+].I[CH3:28].S([O-])(O)(=O)=O.[Na+]. (2) Given the product [O:1]([C:8]1[CH:9]=[CH:10][C:11]([O:12][C:13]2[CH:18]=[CH:17][N:16]=[CH:15][C:14]=2[C:19]2[CH:20]=[C:21]([CH:22]=[CH:23][CH:24]=2)[CH2:25][NH:26][C:37](=[O:41])[CH2:38][CH3:39])=[CH:27][CH:28]=1)[C:2]1[CH:7]=[CH:6][CH:5]=[CH:4][CH:3]=1, predict the reactants needed to synthesize it. The reactants are: [O:1]([C:8]1[CH:28]=[CH:27][C:11]([O:12][C:13]2[CH:18]=[CH:17][N:16]=[CH:15][C:14]=2[C:19]2[CH:20]=[C:21]([CH2:25][NH2:26])[CH:22]=[CH:23][CH:24]=2)=[CH:10][CH:9]=1)[C:2]1[CH:7]=[CH:6][CH:5]=[CH:4][CH:3]=1.N1C=CC=CC=1.CN1C[CH2:39][CH2:38][C:37]1=[O:41]. (3) Given the product [CH3:11][CH2:12][CH2:7][CH2:8][CH2:9][CH3:10].[CH2:7]([CH2:12][C:1]([OH:4])=[O:2])[CH3:8], predict the reactants needed to synthesize it. The reactants are: [C:1]([O-:4])([O-])=[O:2].[K+].[K+].[C:7]1(O)[CH:12]=[CH:11][CH:10]=[CH:9][CH:8]=1. (4) Given the product [Br:13][C:6]1[CH:7]=[CH:8][C:9]([O:11][CH3:12])=[CH:10][C:5]=1[C:4]([CH2:32][CH3:33])([CH2:17][CH3:18])[C:3]([OH:2])=[O:14], predict the reactants needed to synthesize it. The reactants are: C[O:2][C:3](=[O:14])[CH2:4][C:5]1[CH:10]=[C:9]([O:11][CH3:12])[CH:8]=[CH:7][C:6]=1[Br:13].[H-].[Na+].[CH2:17]1OCCOCCOCCOCCO[CH2:18]1.[CH2:32](I)[CH3:33]. (5) Given the product [CH:25]([OH:31])([C:26]([OH:28])=[O:27])[CH:24]([OH:38])[C:34]([OH:36])=[O:35], predict the reactants needed to synthesize it. The reactants are: C1C2N(CCOC3C=CC([CH2:24][CH:25]([O:31]CC)[C:26]([O:28]CC)=[O:27])=CC=3)C3C(=CC=CC=3)OC=2C=CC=1.[CH3:34][OH:35].[OH-:36].[Na+].[OH2:38]. (6) The reactants are: [O:1]1[CH2:6][CH2:5][N:4]([CH2:7][CH2:8][OH:9])[CH2:3][CH2:2]1.[C:10]1([C:20](Cl)=[O:21])[C:19]2[C:14](=[CH:15][CH:16]=[CH:17][CH:18]=2)[CH:13]=[CH:12][CH:11]=1. Given the product [C:10]1([C:20]([O:9][CH2:8][CH2:7][N:4]2[CH2:5][CH2:6][O:1][CH2:2][CH2:3]2)=[O:21])[C:19]2[C:14](=[CH:15][CH:16]=[CH:17][CH:18]=2)[CH:13]=[CH:12][CH:11]=1, predict the reactants needed to synthesize it. (7) Given the product [Cl:36][C:32]1[C:33]([Cl:35])=[CH:34][C:29]2[O:28][CH2:27][C:26](=[O:37])[N:25]([CH2:24][C:23]([N:22]([CH:14]([C:11]3[CH:12]=[CH:13][C:8]([C:5]4[CH:4]=[CH:3][C:2]([NH:1][S:42]([CH2:40][CH3:41])(=[O:44])=[O:43])=[CH:7][CH:6]=4)=[CH:9][CH:10]=3)[CH2:15][N:16]3[CH2:17][CH2:18][O:19][CH2:20][CH2:21]3)[CH3:39])=[O:38])[C:30]=2[CH:31]=1, predict the reactants needed to synthesize it. The reactants are: [NH2:1][C:2]1[CH:7]=[CH:6][C:5]([C:8]2[CH:13]=[CH:12][C:11]([CH:14]([N:22]([CH3:39])[C:23](=[O:38])[CH2:24][N:25]3[C:30]4[CH:31]=[C:32]([Cl:36])[C:33]([Cl:35])=[CH:34][C:29]=4[O:28][CH2:27][C:26]3=[O:37])[CH2:15][N:16]3[CH2:21][CH2:20][O:19][CH2:18][CH2:17]3)=[CH:10][CH:9]=2)=[CH:4][CH:3]=1.[CH2:40]([S:42](Cl)(=[O:44])=[O:43])[CH3:41].C(N(CC)CC)C. (8) Given the product [CH2:45]([O:44][C:42]([N:39]1[CH2:38][CH:37]=[C:36]([C:6]2[CH:5]=[C:4]([F:16])[C:3]([C:17]3[N:22]=[C:21]([C:23]([O:25][CH3:26])=[O:24])[CH:20]=[CH:19][C:18]=3[F:27])=[C:2]([F:1])[CH:7]=2)[CH2:41][CH2:40]1)=[O:43])[C:46]1[CH:47]=[CH:48][CH:49]=[CH:50][CH:51]=1, predict the reactants needed to synthesize it. The reactants are: [F:1][C:2]1[CH:7]=[C:6](OS(C(F)(F)F)(=O)=O)[CH:5]=[C:4]([F:16])[C:3]=1[C:17]1[N:22]=[C:21]([C:23]([O:25][CH3:26])=[O:24])[CH:20]=[CH:19][C:18]=1[F:27].CC1(C)C(C)(C)OB([C:36]2[CH2:41][CH2:40][N:39]([C:42]([O:44][CH2:45][C:46]3[CH:51]=[CH:50][CH:49]=[CH:48][CH:47]=3)=[O:43])[CH2:38][CH:37]=2)O1.C(Cl)Cl. (9) Given the product [Cl:1][C:2]1[C:3]([C:9]([F:12])([F:11])[F:10])=[N:4][C:5]([C:15]2[CH:16]=[C:17]([O:20][CH3:21])[CH:18]=[CH:19][C:14]=2[F:13])=[CH:6][CH:7]=1, predict the reactants needed to synthesize it. The reactants are: [Cl:1][C:2]1[C:3]([C:9]([F:12])([F:11])[F:10])=[N:4][C:5](Cl)=[CH:6][CH:7]=1.[F:13][C:14]1[CH:19]=[CH:18][C:17]([O:20][CH3:21])=[CH:16][C:15]=1B(O)O.C([O-])([O-])=O.[K+].[K+]. (10) Given the product [ClH:1].[Cl:1][C:2]1[C:3]([O:11][CH2:12][CH3:13])=[C:4]([CH:8]=[CH:9][CH:10]=1)[CH2:5][N:6]([CH3:7])[C:51](=[O:53])/[CH:50]=[CH:49]/[C:46]1[CH:47]=[N:48][C:42]2[NH:41][C:40](=[O:54])[N:39]([CH2:38][CH2:37][N:31]3[CH2:32][CH2:33][O:34][CH2:35][CH2:36]3)[CH2:44][C:43]=2[CH:45]=1, predict the reactants needed to synthesize it. The reactants are: [Cl:1][C:2]1[C:3]([O:11][CH2:12][CH3:13])=[C:4]([CH:8]=[CH:9][CH:10]=1)[CH2:5][NH:6][CH3:7].CNCC1C=CC2C(=CC=CC=2)C=1CCC.Cl.[N:31]1([CH2:37][CH2:38][N:39]2[CH2:44][C:43]3[CH:45]=[C:46](/[CH:49]=[CH:50]/[C:51]([OH:53])=O)[CH:47]=[N:48][C:42]=3[NH:41][C:40]2=[O:54])[CH2:36][CH2:35][O:34][CH2:33][CH2:32]1.Cl.CN1CC2C=C(/C=C/C(O)=O)C=NC=2NC(=O)C1.